From a dataset of KCNQ2 potassium channel screen with 302,405 compounds. Binary Classification. Given a drug SMILES string, predict its activity (active/inactive) in a high-throughput screening assay against a specified biological target. (1) The molecule is O=C(N1CCCC1)C1CN(C(=O)C1)c1ccc(cc1)CC. The result is 0 (inactive). (2) The result is 0 (inactive). The drug is S(=O)(=O)(NC(CC(=O)NC1CCCC1)c1occc1)c1ccc(OC)cc1.